The task is: Regression. Given two drug SMILES strings and cell line genomic features, predict the synergy score measuring deviation from expected non-interaction effect.. This data is from NCI-60 drug combinations with 297,098 pairs across 59 cell lines. Drug 1: CCCCC(=O)OCC(=O)C1(CC(C2=C(C1)C(=C3C(=C2O)C(=O)C4=C(C3=O)C=CC=C4OC)O)OC5CC(C(C(O5)C)O)NC(=O)C(F)(F)F)O. Drug 2: CN(C(=O)NC(C=O)C(C(C(CO)O)O)O)N=O. Cell line: DU-145. Synergy scores: CSS=62.8, Synergy_ZIP=-1.26, Synergy_Bliss=-3.77, Synergy_Loewe=-35.4, Synergy_HSA=-4.06.